From a dataset of Reaction yield outcomes from USPTO patents with 853,638 reactions. Predict the reaction yield, written as a fraction of the theoretical maximum amount of product (1.0 means a 100% yield; for example, 0.34 means a 34% yield). (1) The reactants are [CH3:1][Si:2]([CH3:33])([CH3:32])[CH2:3][CH2:4][O:5][CH2:6][N:7]1[C:11]2[N:12]=[CH:13][N:14]=[C:15]([C:16]3[CH:17]=[N:18][N:19]([CH:21]([CH2:27][C:28]([O:30]C)=[O:29])[CH2:22][C:23]([O:25]C)=[O:24])[CH:20]=3)[C:10]=2[CH:9]=[CH:8]1.CO.O.[OH-].[Li+]. The catalyst is O. The product is [CH3:33][Si:2]([CH3:1])([CH3:32])[CH2:3][CH2:4][O:5][CH2:6][N:7]1[C:11]2[N:12]=[CH:13][N:14]=[C:15]([C:16]3[CH:17]=[N:18][N:19]([CH:21]([CH2:27][C:28]([OH:30])=[O:29])[CH2:22][C:23]([OH:25])=[O:24])[CH:20]=3)[C:10]=2[CH:9]=[CH:8]1. The yield is 0.800. (2) The reactants are [C:1]([O:5][C:6]([N:8]1[CH2:11][CH:10]([N:12]([CH3:37])[C:13]2[CH:21]=[CH:20][C:19]([C:22]([O:24]C)=[O:23])=[C:18]3[C:14]=2[CH:15]=[C:16]([I:36])[N:17]3S(C2C=CC(C)=CC=2)(=O)=O)[CH2:9]1)=[O:7])([CH3:4])([CH3:3])[CH3:2].C1COCC1.[OH-].[K+].Cl. The catalyst is CO.O. The product is [C:1]([O:5][C:6]([N:8]1[CH2:9][CH:10]([N:12]([CH3:37])[C:13]2[CH:21]=[CH:20][C:19]([C:22]([OH:24])=[O:23])=[C:18]3[C:14]=2[CH:15]=[C:16]([I:36])[NH:17]3)[CH2:11]1)=[O:7])([CH3:4])([CH3:3])[CH3:2]. The yield is 0.990. (3) The reactants are C(=O)C.[NH2:4][C@H:5]1[C:14]2[C:9](=[CH:10][CH:11]=[CH:12][CH:13]=2)[N:8]([C:15](=[O:17])[CH3:16])[C@@H:7]([CH3:18])[C@@H:6]1[CH3:19].CN(C1C(C2C(P(C3CCCCC3)C3CCCCC3)=CC=CC=2)=CC=CC=1)C.CC(C)([O-])C.[Na+].Br[C:55]1[C:56]2[N:57]([CH:61]=[CH:62][N:63]=2)[CH:58]=[CH:59][CH:60]=1. The catalyst is O1CCOCC1.C1C=CC(/C=C/C(/C=C/C2C=CC=CC=2)=O)=CC=1.C1C=CC(/C=C/C(/C=C/C2C=CC=CC=2)=O)=CC=1.C1C=CC(/C=C/C(/C=C/C2C=CC=CC=2)=O)=CC=1.[Pd].[Pd]. The product is [N:63]1[CH:62]=[CH:61][N:57]2[CH:58]=[CH:59][CH:60]=[C:55]([NH:4][C@H:5]3[C:14]4[C:9](=[CH:10][CH:11]=[CH:12][CH:13]=4)[N:8]([C:15](=[O:17])[CH3:16])[C@@H:7]([CH3:18])[C@@H:6]3[CH3:19])[C:56]=12. The yield is 0.0816.